Dataset: Catalyst prediction with 721,799 reactions and 888 catalyst types from USPTO. Task: Predict which catalyst facilitates the given reaction. (1) Reactant: [CH:1]([C:4]1[CH:8]=[CH:7][NH:6][N:5]=1)([CH3:3])[CH3:2].Cl[C:10]1[CH:19]=[C:18]([O:20]CC2C=CC(OC)=CC=2)[C:17]2[C:12](=[C:13]([Cl:32])[C:14]([O:30][CH3:31])=[CH:15][CH:16]=2)[N:11]=1.O. Product: [Cl:32][C:13]1[C:14]([O:30][CH3:31])=[CH:15][CH:16]=[C:17]2[C:12]=1[N:11]=[C:10]([N:6]1[CH:7]=[CH:8][C:4]([CH:1]([CH3:3])[CH3:2])=[N:5]1)[CH:19]=[C:18]2[OH:20]. The catalyst class is: 60. (2) Reactant: O=C1C2C(=CC=CC=2)C(=O)[N:3]1[CH2:12][C:13]1[C:14]([CH2:19][NH:20][C:21](=[O:27])[O:22][C:23]([CH3:26])([CH3:25])[CH3:24])=[N:15][CH:16]=[CH:17][CH:18]=1.NN. Product: [NH2:3][CH2:12][C:13]1[C:14]([CH2:19][NH:20][C:21](=[O:27])[O:22][C:23]([CH3:25])([CH3:24])[CH3:26])=[N:15][CH:16]=[CH:17][CH:18]=1. The catalyst class is: 5. (3) Reactant: Br[C:2]1[CH:3]=[C:4]2[O:11][C:10]([N:12]3[CH:18]4[CH2:19][CH2:20][N:15]([CH2:16][CH2:17]4)[CH2:14][CH2:13]3)=[N:9][C:5]2=[N:6][C:7]=1[CH3:8].[C:21]([Cu])#[N:22]. Product: [N:15]12[CH2:20][CH2:19][CH:18]([CH2:17][CH2:16]1)[N:12]([C:10]1[O:11][C:4]3[C:5]([N:9]=1)=[N:6][C:7]([CH3:8])=[C:2]([C:21]#[N:22])[CH:3]=3)[CH2:13][CH2:14]2. The catalyst class is: 3. (4) Reactant: [Cl:1][C:2]1[C:7]([Cl:8])=[C:6]([C:9]2[S:13][C:12]([CH:14]=O)=[N:11][C:10]=2[C:16]([N:18]2[CH2:23][CH2:22][CH2:21][CH2:20][C@@H:19]2[CH3:24])=[O:17])[CH:5]=[CH:4][C:3]=1[S:25]([NH:28][C@@H:29]([CH3:34])[C:30]([F:33])([F:32])[F:31])(=[O:27])=[O:26].[CH3:35]OP(C(=[N+]=[N-])C(=O)C)(=O)OC.C([O-])([O-])=O.[K+].[K+]. Product: [Cl:1][C:2]1[C:7]([Cl:8])=[C:6]([C:9]2[S:13][C:12]([C:14]#[CH:35])=[N:11][C:10]=2[C:16]([N:18]2[CH2:23][CH2:22][CH2:21][CH2:20][C@@H:19]2[CH3:24])=[O:17])[CH:5]=[CH:4][C:3]=1[S:25]([NH:28][C@@H:29]([CH3:34])[C:30]([F:31])([F:32])[F:33])(=[O:26])=[O:27]. The catalyst class is: 5. (5) Reactant: [C:1]1([C:7]2[CH:12]=[CH:11][CH:10]=[C:9]([C:13]3[CH:18]=[CH:17][CH:16]=[CH:15][CH:14]=3)[CH:8]=2)[CH:6]=[CH:5][CH:4]=[CH:3][CH:2]=1.O.O.[IH:21].II.S(=O)(=O)(O)O. Product: [C:1]1([C:7]2[CH:8]=[C:9]([C:13]3[CH:14]=[CH:15][C:16]([I:21])=[CH:17][CH:18]=3)[CH:10]=[CH:11][CH:12]=2)[CH:2]=[CH:3][CH:4]=[CH:5][CH:6]=1. The catalyst class is: 130. (6) Reactant: [CH2:1]([O:8][C:9]1[CH:17]=[CH:16][C:12]([C:13]([O-])=[O:14])=[C:11](F)[CH:10]=1)[C:2]1[CH:7]=[CH:6][CH:5]=[CH:4][CH:3]=1.O.[NH2:20][NH2:21]. Product: [CH2:1]([O:8][C:9]1[CH:10]=[C:11]2[C:12]([C:13](=[O:14])[NH:20][NH:21]2)=[CH:16][CH:17]=1)[C:2]1[CH:7]=[CH:6][CH:5]=[CH:4][CH:3]=1. The catalyst class is: 51.